Dataset: Reaction yield outcomes from USPTO patents with 853,638 reactions. Task: Predict the reaction yield, written as a fraction of the theoretical maximum amount of product (1.0 means a 100% yield; for example, 0.34 means a 34% yield). (1) The reactants are [NH2:1][C:2]1[C:7]([OH:8])=[CH:6][CH:5]=[CH:4][N:3]=1.P(Cl)(Cl)([Cl:11])=O.[C:14]([CH:17]1[CH2:22][CH2:21]O[C:18]1=[O:19])(=O)[CH3:15]. No catalyst specified. The product is [ClH:11].[Cl:11][CH2:21][CH2:22][C:17]1[C:18](=[O:19])[N:3]2[CH:4]=[CH:5][CH:6]=[C:7]([OH:8])[C:2]2=[N:1][C:14]=1[CH3:15]. The yield is 0.732. (2) The reactants are [Cl:1][C:2]1[C:3]([F:12])=[C:4]([CH:8]=[CH:9][C:10]=1[F:11])[C:5]([OH:7])=[O:6].OS(O)(=O)=O.[N+:18]([O-])([OH:20])=[O:19]. No catalyst specified. The product is [Cl:1][C:2]1[C:3]([F:12])=[C:4]([CH:8]=[C:9]([N+:18]([O-:20])=[O:19])[C:10]=1[F:11])[C:5]([OH:7])=[O:6]. The yield is 0.950. (3) The reactants are [CH3:1][C:2]1[C:6]2[CH:7]=[C:8]([CH3:18])[C:9]([C:11]3[CH:12]=[CH:13][C:14]([NH2:17])=[N:15][CH:16]=3)=[CH:10][C:5]=2[O:4][N:3]=1.[Cl:19][C:20]1[CH:28]=[CH:27][CH:26]=[CH:25][C:21]=1[C:22](Cl)=[O:23].CCN(C(C)C)C(C)C.C([O-])(O)=O.[Na+].C(Cl)Cl. The catalyst is C(Cl)Cl. The product is [CH3:1][C:2]1[C:6]2[CH:7]=[C:8]([CH3:18])[C:9]([C:11]3[CH:12]=[CH:13][C:14]([NH:17][C:22]([C:21]4[CH:25]=[CH:26][CH:27]=[CH:28][C:20]=4[Cl:19])=[O:23])=[N:15][CH:16]=3)=[CH:10][C:5]=2[O:4][N:3]=1. The yield is 0.754. (4) The product is [Cl:35][C:36]1[CH:37]=[C:38]([NH:43][C:44]2[C:53]3[C:48](=[CH:49][CH:50]=[C:51]([CH2:54][CH2:55][CH2:56][C:57]([N:66]4[CH2:71][CH2:70][O:69][CH2:68][CH2:67]4)=[O:59])[CH:52]=3)[N:47]=[C:46]([C:60]3[CH:61]=[N:62][CH:63]=[CH:64][CH:65]=3)[N:45]=2)[CH:39]=[CH:40][C:41]=1[F:42]. No catalyst specified. The yield is 0.400. The reactants are C(NC1C(C)=CC(OC)=CC=1C(N)=O)(=O)C1C=CC=CC=1.NC1C(C)=CC(OC)=CC=1C(N)=O.[Cl:35][C:36]1[CH:37]=[C:38]([NH:43][C:44]2[C:53]3[C:48](=[CH:49][CH:50]=[C:51]([CH2:54][CH2:55][CH2:56][C:57]([OH:59])=O)[CH:52]=3)[N:47]=[C:46]([C:60]3[CH:61]=[N:62][CH:63]=[CH:64][CH:65]=3)[N:45]=2)[CH:39]=[CH:40][C:41]=1[F:42].[NH:66]1[CH2:71][CH2:70][O:69][CH2:68][CH2:67]1. (5) The catalyst is C(O)(=O)C. The reactants are [C:1]([O:4][C@@H:5]1[C@@H:13]([C@@:14]2([CH3:35])[CH2:19][CH2:18][C@H:17]([O:20][Si](C(C)(C)C)(C)C)[CH2:16][C@@H:15]2[CH2:28][CH2:29][N:30]2[CH:34]=[N:33][CH:32]=[N:31]2)[CH2:12][CH2:11][C@@:10]2([CH3:36])[C@H:6]1[CH2:7][CH2:8][C:9]12OCC[O:37]1)(=[O:3])[CH3:2].O. The product is [C:1]([O:4][C@@H:5]1[C@@H:13]([C@@:14]2([CH3:35])[CH2:19][CH2:18][C@H:17]([OH:20])[CH2:16][C@@H:15]2[CH2:28][CH2:29][N:30]2[CH:34]=[N:33][CH:32]=[N:31]2)[CH2:12][CH2:11][C@@:10]2([CH3:36])[C@H:6]1[CH2:7][CH2:8][C:9]2=[O:37])(=[O:3])[CH3:2]. The yield is 1.00. (6) The reactants are [Br:1][C:2]1[CH:3]=[C:4]([N+:12]([O-])=O)[C:5]([CH3:11])=[C:6]([CH:10]=1)C(O)=O.CN([CH:18]([O:21]C)[O:19][CH3:20])C.[CH3:23]N(C=O)C. The catalyst is C(O)(=O)C.[Fe]. The product is [Br:1][C:2]1[CH:10]=[C:6]([C:18]([O:19][CH3:20])=[O:21])[C:5]2[CH:11]=[CH:23][NH:12][C:4]=2[CH:3]=1. The yield is 0.590. (7) The reactants are Cl.[C:2](/[C:4](/[C:19]([NH:21][C:22]1[CH:27]=[CH:26][C:25]([CH3:28])=[CH:24][CH:23]=1)=[O:20])=[C:5](/[NH:8][C:9](=O)[C:10]1[CH:15]=[CH:14][C:13]([S:16][CH3:17])=[CH:12][CH:11]=1)\[S:6][CH3:7])#[N:3].C([OH:31])C. The catalyst is ClCCl. The product is [OH:31][C:2]1[C:4]([C:19]([NH:21][C:22]2[CH:27]=[CH:26][C:25]([CH3:28])=[CH:24][CH:23]=2)=[O:20])=[C:5]([S:6][CH3:7])[N:8]=[C:9]([C:10]2[CH:15]=[CH:14][C:13]([S:16][CH3:17])=[CH:12][CH:11]=2)[N:3]=1. The yield is 0.900. (8) No catalyst specified. The reactants are O[CH:2]([C:4]1[C:12]2[O:11][CH2:10][CH:9]([C:13]3[CH:18]=[CH:17][C:16]([CH:19]([CH3:21])[CH3:20])=[CH:15][CH:14]=3)[C:8]=2[C:7]([CH3:22])=[C:6]([NH:23][C:24](=[O:30])[CH2:25][C:26]([CH3:29])([CH3:28])[CH3:27])[C:5]=1[CH3:31])[CH3:3].FC(F)(F)C(O)=O.C([SiH](CC)CC)C. The product is [CH2:2]([C:4]1[C:12]2[O:11][CH2:10][CH:9]([C:13]3[CH:18]=[CH:17][C:16]([CH:19]([CH3:20])[CH3:21])=[CH:15][CH:14]=3)[C:8]=2[C:7]([CH3:22])=[C:6]([NH:23][C:24](=[O:30])[CH2:25][C:26]([CH3:27])([CH3:29])[CH3:28])[C:5]=1[CH3:31])[CH3:3]. The yield is 0.520.